From a dataset of Forward reaction prediction with 1.9M reactions from USPTO patents (1976-2016). Predict the product of the given reaction. Given the reactants [O:1]1[CH:5]=[CH:4][C:3]([C:6]2[N:11]3[N:12]=[C:13]([NH2:15])[N:14]=[C:10]3[CH:9]=[CH:8][CH:7]=2)=[CH:2]1.[N:16]1[C:25]2[C:20](=[CH:21][C:22]([C:26](Cl)=[O:27])=[CH:23][CH:24]=2)[N:19]=[CH:18][CH:17]=1, predict the reaction product. The product is: [O:1]1[CH:5]=[CH:4][C:3]([C:6]2[N:11]3[N:12]=[C:13]([NH:15][C:26]([C:22]4[CH:21]=[C:20]5[C:25](=[CH:24][CH:23]=4)[N:16]=[CH:17][CH:18]=[N:19]5)=[O:27])[N:14]=[C:10]3[CH:9]=[CH:8][CH:7]=2)=[CH:2]1.